This data is from Experimentally validated miRNA-target interactions with 360,000+ pairs, plus equal number of negative samples. The task is: Binary Classification. Given a miRNA mature sequence and a target amino acid sequence, predict their likelihood of interaction. The miRNA is hsa-miR-4327 with sequence GGCUUGCAUGGGGGACUGG. The protein sequence of the target gene is MAAAADERSPEDGEDEEEEEQLVLVELSGIIDSDFLSKCENKCKVLGIDTERPILQVDSCVFAGEYEDTLGTCVIFEENVEHADTEGNNKTVLKYKCHTMKKLSMTRTLLTEKKEGEENIGGVEWLQIKDNDFSYRPNMICNFLHENEDEEVVASAPDKSLELEEEEIQMNDSSNLSCEQEKPMHLEIEDSGPLIDIPSETEGSVFMETQMLP. Result: 1 (interaction).